Dataset: Forward reaction prediction with 1.9M reactions from USPTO patents (1976-2016). Task: Predict the product of the given reaction. (1) Given the reactants [Cl:1][C:2]1[CH:7]=[CH:6][C:5]([S:8]([N:11]2[CH2:16][CH2:15][CH2:14][C@@H:13]([NH:17][C:18]3[N:23]=[C:22]([C:24]4[N:31]5[C:27]([S:28][CH:29]=[CH:30]5)=[N:26][C:25]=4[C:32]4[CH:33]=[C:34]([CH:41]=[CH:42][CH:43]=4)[C:35](N(OC)C)=[O:36])[CH:21]=[CH:20][N:19]=3)[CH2:12]2)(=[O:10])=[O:9])=[CH:4][CH:3]=1.[OH-:44].[Li+], predict the reaction product. The product is: [Cl:1][C:2]1[CH:3]=[CH:4][C:5]([S:8]([N:11]2[CH2:16][CH2:15][CH2:14][C@@H:13]([NH:17][C:18]3[N:23]=[C:22]([C:24]4[N:31]5[C:27]([S:28][CH:29]=[CH:30]5)=[N:26][C:25]=4[C:32]4[CH:33]=[C:34]([CH:41]=[CH:42][CH:43]=4)[C:35]([OH:36])=[O:44])[CH:21]=[CH:20][N:19]=3)[CH2:12]2)(=[O:9])=[O:10])=[CH:6][CH:7]=1. (2) Given the reactants [N+:1]([C:4]1[CH:9]=[CH:8][C:7]([C:10]2[CH:15]=[CH:14][C:13]([C:16]34[CH2:23][CH2:22][C:19]([CH2:24][C:25]([O:27][CH3:28])=[O:26])([CH2:20][CH2:21]3)[O:18][CH2:17]4)=[CH:12][CH:11]=2)=[CH:6][CH:5]=1)([O-])=O.CCOC(C)=O.[H][H], predict the reaction product. The product is: [NH2:1][C:4]1[CH:5]=[CH:6][C:7]([C:10]2[CH:11]=[CH:12][C:13]([C:16]34[CH2:21][CH2:20][C:19]([CH2:24][C:25]([O:27][CH3:28])=[O:26])([CH2:22][CH2:23]3)[O:18][CH2:17]4)=[CH:14][CH:15]=2)=[CH:8][CH:9]=1. (3) The product is: [N:5]([CH2:4][CH:3]([O:6][CH3:7])[O:2][CH3:1])([Si:14]([CH3:17])([CH3:16])[CH3:15])[Si:14]([CH3:17])([CH3:16])[CH3:15]. Given the reactants [CH3:1][O:2][CH:3]([O:6][CH3:7])[CH2:4][NH2:5].[Li]CCCC.Cl[Si:14]([CH3:17])([CH3:16])[CH3:15].[Cl-].[Li+], predict the reaction product. (4) Given the reactants C(N(C(C)C)CC)(C)C.C1C=CC2N(O)N=NC=2C=1.FC(F)(F)C(O)=O.[Cl:27][CH2:28][CH2:29][CH2:30]/[C:31](=[CH:35]\[C:36]1[CH:41]=[CH:40][C:39]([N:42]2[CH:46]=[C:45]([CH3:47])[N:44]=[CH:43]2)=[C:38]([O:48][CH3:49])[CH:37]=1)/[C:32]([OH:34])=O.[N:50]1([C:56]2[CH:65]=[C:64]3[C:59]([CH2:60][CH2:61][CH2:62][CH:63]3[NH2:66])=[CH:58][CH:57]=2)[CH2:55][CH2:54][O:53][CH2:52][CH2:51]1, predict the reaction product. The product is: [N:50]1([C:56]2[CH:65]=[C:64]3[C:59]([CH2:60][CH2:61][CH2:62][CH:63]3[NH:66][C:32](=[O:34])/[C:31](=[CH:35]/[C:36]3[CH:41]=[CH:40][C:39]([N:42]4[CH:46]=[C:45]([CH3:47])[N:44]=[CH:43]4)=[C:38]([O:48][CH3:49])[CH:37]=3)/[CH2:30][CH2:29][CH2:28][Cl:27])=[CH:58][CH:57]=2)[CH2:55][CH2:54][O:53][CH2:52][CH2:51]1.